The task is: Predict the reactants needed to synthesize the given product.. This data is from Full USPTO retrosynthesis dataset with 1.9M reactions from patents (1976-2016). (1) Given the product [C:20]([Cl:19])(=[O:23])[CH3:21].[P:13]([Cl:18])([Cl:15])([Cl:14])=[O:22], predict the reactants needed to synthesize it. The reactants are: CC(CC(C)(C)CC(C)(C)C)=C.[P:13]([Cl:18])(Cl)(Cl)([Cl:15])[Cl:14].[ClH:19].[C:20]([O:23]C(=O)C)(=[O:22])[CH3:21]. (2) Given the product [ClH:1].[CH:33]1([N:28]2[C:26]3[N:27]=[C:22]([NH:21][C:18]4[CH:19]=[CH:20][C:15]([N:12]5[CH2:11][CH2:10][NH:9][CH2:14][CH2:13]5)=[CH:16][N:17]=4)[N:23]=[CH:24][C:25]=3[CH:31]=[CH:30][C:29]2=[O:32])[CH2:34][CH2:35][CH2:36][CH2:37][CH2:38]1, predict the reactants needed to synthesize it. The reactants are: [ClH:1].C(OC([N:9]1[CH2:14][CH2:13][N:12]([C:15]2[CH:16]=[N:17][C:18]([NH:21][C:22]3[N:23]=[CH:24][C:25]4[CH:31]=[CH:30][C:29](=[O:32])[N:28]([CH:33]5[CH2:38][CH2:37][CH2:36][CH2:35][CH2:34]5)[C:26]=4[N:27]=3)=[CH:19][CH:20]=2)[CH2:11][CH2:10]1)=O)(C)(C)C. (3) Given the product [OH:25][C@@H:21]([CH2:20][C:17]1[CH:18]=[CH:19][C:14]([O:13][CH2:6][C:7]2[CH:12]=[CH:11][CH:10]=[CH:9][CH:8]=2)=[CH:15][CH:16]=1)[C:22]([O:24][CH3:1])=[O:23], predict the reactants needed to synthesize it. The reactants are: [CH3:1]S(O)(=O)=O.[CH2:6]([O:13][C:14]1[CH:19]=[CH:18][C:17]([CH2:20][CH:21]([OH:25])[C:22]([OH:24])=[O:23])=[CH:16][CH:15]=1)[C:7]1[CH:12]=[CH:11][CH:10]=[CH:9][CH:8]=1. (4) The reactants are: [F:1][C:2]([F:32])([F:31])[C:3]1[CH:4]=[C:5]([C@H:13]([O:15][C@H:16]2[CH2:21][C:20](OC)=[N:19][CH2:18][C@@H:17]2[C:24]2[CH:29]=[CH:28][C:27]([F:30])=[CH:26][CH:25]=2)[CH3:14])[CH:6]=[C:7]([C:9]([F:12])([F:11])[F:10])[CH:8]=1.[C:33]([N:36]1[CH2:41][CH2:40][CH:39]([C:42]([NH:44][NH2:45])=O)[CH2:38][CH2:37]1)(=[O:35])[CH3:34]. Given the product [C:33]([N:36]1[CH2:41][CH2:40][CH:39]([C:42]2[N:19]3[CH2:18][C@H:17]([C:24]4[CH:25]=[CH:26][C:27]([F:30])=[CH:28][CH:29]=4)[C@@H:16]([O:15][C@@H:13]([C:5]4[CH:4]=[C:3]([C:2]([F:31])([F:1])[F:32])[CH:8]=[C:7]([C:9]([F:10])([F:12])[F:11])[CH:6]=4)[CH3:14])[CH2:21][C:20]3=[N:45][N:44]=2)[CH2:38][CH2:37]1)(=[O:35])[CH3:34], predict the reactants needed to synthesize it. (5) Given the product [Br-:5].[F:1][C:2]1[CH:9]=[CH:8][CH:7]=[CH:6][C:3]=1[CH2:4][Zn+:10], predict the reactants needed to synthesize it. The reactants are: [F:1][C:2]1[CH:9]=[CH:8][CH:7]=[CH:6][C:3]=1[CH2:4][Br:5].[Zn:10].BrCCBr.